This data is from Peptide-MHC class I binding affinity with 185,985 pairs from IEDB/IMGT. The task is: Regression. Given a peptide amino acid sequence and an MHC pseudo amino acid sequence, predict their binding affinity value. This is MHC class I binding data. (1) The MHC is HLA-B35:01 with pseudo-sequence HLA-B35:01. The binding affinity (normalized) is 0.733. The peptide sequence is MVHQIFGSAY. (2) The peptide sequence is KSLFNTVATLY. The MHC is HLA-A26:01 with pseudo-sequence HLA-A26:01. The binding affinity (normalized) is 0.0847.